Binary Classification. Given a T-cell receptor sequence (or CDR3 region) and an epitope sequence, predict whether binding occurs between them. From a dataset of TCR-epitope binding with 47,182 pairs between 192 epitopes and 23,139 TCRs. The epitope is HTTDPSFLGRY. Result: 1 (the TCR binds to the epitope). The TCR CDR3 sequence is CASSSGASNEQFF.